This data is from Catalyst prediction with 721,799 reactions and 888 catalyst types from USPTO. The task is: Predict which catalyst facilitates the given reaction. (1) Reactant: [Br:1][C:2]1[CH:3]=[C:4]([CH:29]=[C:30]([C:32]([F:35])([F:34])[F:33])[CH:31]=1)[CH2:5][O:6][CH2:7][C:8]1([C:21]2[CH:26]=[CH:25][C:24]([F:27])=[CH:23][C:22]=2[F:28])[CH2:13][CH2:12][N:11]([C:14](OC(C)(C)C)=O)[CH2:10][CH2:9]1.C(O[BH-](OC(=O)C)OC(=O)C)(=O)C.[Na+]. Product: [Br:1][C:2]1[CH:3]=[C:4]([CH:29]=[C:30]([C:32]([F:34])([F:35])[F:33])[CH:31]=1)[CH2:5][O:6][CH2:7][C:8]1([C:21]2[CH:26]=[CH:25][C:24]([F:27])=[CH:23][C:22]=2[F:28])[CH2:9][CH2:10][N:11]([CH3:14])[CH2:12][CH2:13]1. The catalyst class is: 5. (2) Reactant: Cl[C:2]1[C:11]2[C:6](=[CH:7][CH:8]=[C:9]([F:12])[CH:10]=2)[N:5]=[C:4]([C:13]2[CH:14]=[N:15][CH:16]=[C:17]([F:19])[CH:18]=2)[C:3]=1[CH3:20].[O:21]1[CH2:26][CH2:25][N:24]([C:27]2[CH:33]=[CH:32][C:31]([N:34]3[CH2:39][CH2:38][O:37][CH2:36][CH2:35]3)=[CH:30][C:28]=2[NH2:29])[CH2:23][CH2:22]1.Cl.O1CCOCC1. Product: [N:24]1([C:27]2[CH:33]=[CH:32][C:31]([N:34]3[CH2:35][CH2:36][O:37][CH2:38][CH2:39]3)=[CH:30][C:28]=2[NH:29][C:2]2[C:11]3[C:6](=[CH:7][CH:8]=[C:9]([F:12])[CH:10]=3)[N:5]=[C:4]([C:13]3[CH:14]=[N:15][CH:16]=[C:17]([F:19])[CH:18]=3)[C:3]=2[CH3:20])[CH2:25][CH2:26][O:21][CH2:22][CH2:23]1. The catalyst class is: 5. (3) Reactant: [I:1][C:2]1[CH:3]=[CH:4][C:5]2[N:6]([C:8]([CH3:15])=[C:9]([C:11]([O:13]C)=[O:12])[N:10]=2)[N:7]=1. Product: [I:1][C:2]1[CH:3]=[CH:4][C:5]2[N:6]([C:8]([CH3:15])=[C:9]([C:11]([OH:13])=[O:12])[N:10]=2)[N:7]=1. The catalyst class is: 20. (4) Reactant: [F:8][C:7]([F:10])([F:9])[C:6](O[C:6](=O)[C:7]([F:10])([F:9])[F:8])=O.[F:14][C:15]1[CH:20]=[CH:19][CH:18]=[C:17]([F:21])[C:16]=1[C:22]1[NH:23][C:24]2[C:29]([CH:30]=1)=[CH:28][C:27]([NH:31][C:32]1[C:33]([NH2:40])=[CH:34][C:35]([O:38][CH3:39])=[CH:36][CH:37]=1)=[CH:26][CH:25]=2. Product: [F:14][C:15]1[CH:20]=[CH:19][CH:18]=[C:17]([F:21])[C:16]=1[C:22]1[NH:23][C:24]2[C:29]([CH:30]=1)=[CH:28][C:27]([N:31]1[C:32]3[CH:37]=[CH:36][C:35]([O:38][CH3:39])=[CH:34][C:33]=3[N:40]=[C:6]1[C:7]([F:8])([F:9])[F:10])=[CH:26][CH:25]=2. The catalyst class is: 48. (5) Reactant: [Cl:1][C:2]1[CH:29]=[CH:28][CH:27]=[CH:26][C:3]=1[C:4]([NH:6][C@H:7]1[C:15]2[C:10](=[CH:11][CH:12]=[C:13]([C:16]([N:18]([CH3:25])[CH:19]3[CH2:24][CH2:23][NH:22][CH2:21][CH2:20]3)=[O:17])[CH:14]=2)[CH2:9][CH2:8]1)=[O:5].Cl[C:31]1[CH:36]=[CH:35][N:34]=[C:33](CN)[N:32]=1.C[CH2:40][N:41](C(C)C)C(C)C. Product: [Cl:1][C:2]1[CH:29]=[CH:28][CH:27]=[CH:26][C:3]=1[C:4]([NH:6][C@H:7]1[C:15]2[C:10](=[CH:11][CH:12]=[C:13]([C:16]([N:18]([CH3:25])[CH:19]3[CH2:20][CH2:21][N:22]([C:35]4[CH:36]=[CH:31][N:32]=[C:33]([NH:41][CH3:40])[N:34]=4)[CH2:23][CH2:24]3)=[O:17])[CH:14]=2)[CH2:9][CH2:8]1)=[O:5]. The catalyst class is: 12. (6) Reactant: CS(C)=[O:3].[Cl:5][C:6]1[CH:15]=[CH:14][C:9]([C:10](=[O:13])[CH2:11]Br)=[CH:8][CH:7]=1. Product: [Cl:5][C:6]1[CH:15]=[CH:14][C:9]([C:10]([CH:11]=[O:3])=[O:13])=[CH:8][CH:7]=1. The catalyst class is: 6. (7) Reactant: [Cl:1][C:2]1[N:3]=[CH:4][C:5]2[CH:10]=[C:9]([CH:11]([OH:13])[CH3:12])[N:8]([CH:14]([CH2:17][CH3:18])[CH2:15][CH3:16])[C:6]=2[N:7]=1.CC(OI1(OC(C)=O)(OC(C)=O)OC(=O)C2C=CC=CC1=2)=O. Product: [Cl:1][C:2]1[N:3]=[CH:4][C:5]2[CH:10]=[C:9]([C:11](=[O:13])[CH3:12])[N:8]([CH:14]([CH2:15][CH3:16])[CH2:17][CH3:18])[C:6]=2[N:7]=1. The catalyst class is: 2. (8) Reactant: C(=O)([O-])[O-].[Cs+].[Cs+].[NH2:7][C:8]1[CH:13]=[CH:12][C:11]([OH:14])=[CH:10][C:9]=1[N+:15]([O-:17])=[O:16].CS(O[CH:23]1[CH2:28][CH2:27][N:26]([C:29]([O:31][C:32]([CH3:35])([CH3:34])[CH3:33])=[O:30])[CH2:25][CH2:24]1)(=O)=O. Product: [NH2:7][C:8]1[CH:13]=[CH:12][C:11]([O:14][CH:23]2[CH2:28][CH2:27][N:26]([C:29]([O:31][C:32]([CH3:35])([CH3:34])[CH3:33])=[O:30])[CH2:25][CH2:24]2)=[CH:10][C:9]=1[N+:15]([O-:17])=[O:16]. The catalyst class is: 44. (9) Reactant: O[CH2:2][C:3]1[CH:4]=[CH:5][C:6]([NH:9][C:10](=[O:16])[O:11][C:12]([CH3:15])([CH3:14])[CH3:13])=[N:7][CH:8]=1.C(N(C(C)C)CC)(C)C.CS([Cl:30])(=O)=O. Product: [Cl:30][CH2:2][C:3]1[CH:4]=[CH:5][C:6]([NH:9][C:10](=[O:16])[O:11][C:12]([CH3:15])([CH3:14])[CH3:13])=[N:7][CH:8]=1. The catalyst class is: 1. (10) Reactant: [CH2:1]([O:3][CH2:4][C:5]1[N:6]([CH2:41][C:42]([OH:45])([CH3:44])[CH3:43])[C:7]2[C:16]3[CH:15]=[CH:14][C:13]([C:17](O)=[O:18])=[CH:12][C:11]=3[N:10]=[C:9]([NH:20][C:21]([C:34]3[CH:39]=[CH:38][CH:37]=[CH:36][CH:35]=3)([C:28]3[CH:33]=[CH:32][CH:31]=[CH:30][CH:29]=3)[C:22]3[CH:27]=[CH:26][CH:25]=[CH:24][CH:23]=3)[C:8]=2[N:40]=1)[CH3:2].CN([C:49]([O:53][N:54]1N=NC2C=CC=C[C:55]1=2)=[N+](C)C)C.[B-](F)(F)(F)F.CCN(C(C)C)C(C)C.Cl.CNOC. Product: [CH2:1]([O:3][CH2:4][C:5]1[N:6]([CH2:41][C:42]([OH:45])([CH3:43])[CH3:44])[C:7]2[C:16]3[CH:15]=[CH:14][C:13]([C:17]([N:54]([O:53][CH3:49])[CH3:55])=[O:18])=[CH:12][C:11]=3[N:10]=[C:9]([NH:20][C:21]([C:28]3[CH:29]=[CH:30][CH:31]=[CH:32][CH:33]=3)([C:34]3[CH:35]=[CH:36][CH:37]=[CH:38][CH:39]=3)[C:22]3[CH:27]=[CH:26][CH:25]=[CH:24][CH:23]=3)[C:8]=2[N:40]=1)[CH3:2]. The catalyst class is: 3.